This data is from Catalyst prediction with 721,799 reactions and 888 catalyst types from USPTO. The task is: Predict which catalyst facilitates the given reaction. (1) Reactant: [Cl:1][C:2]1[C:3]([CH3:18])=[C:4]([NH:10][C@H:11]([CH2:15][CH2:16][OH:17])[C:12]([OH:14])=[O:13])[CH:5]=[CH:6][C:7]=1[C:8]#[N:9].N1C=CN=C1.[CH3:24][C:25]([Si:28](Cl)([CH3:30])[CH3:29])([CH3:27])[CH3:26]. Product: [Si:28]([O:17][CH2:16][CH2:15][C@@H:11]([NH:10][C:4]1[CH:5]=[CH:6][C:7]([C:8]#[N:9])=[C:2]([Cl:1])[C:3]=1[CH3:18])[C:12]([OH:14])=[O:13])([C:25]([CH3:27])([CH3:26])[CH3:24])([CH3:30])[CH3:29]. The catalyst class is: 3. (2) Reactant: [C:1]([O:5][C:6](=[O:18])[NH:7][CH:8]([CH:12]1[CH2:17][CH2:16][O:15][CH2:14][CH2:13]1)[CH2:9][CH2:10][OH:11])([CH3:4])([CH3:3])[CH3:2].CCN(CC)CC.[CH3:26][S:27](Cl)(=[O:29])=[O:28]. Product: [C:1]([O:5][C:6]([NH:7][CH:8]([CH:12]1[CH2:17][CH2:16][O:15][CH2:14][CH2:13]1)[CH2:9][CH2:10][O:11][S:27]([CH3:26])(=[O:29])=[O:28])=[O:18])([CH3:4])([CH3:2])[CH3:3]. The catalyst class is: 2. (3) The catalyst class is: 31. Product: [CH:43]([O:45][CH2:46][CH2:47][O:48][NH:49][C:17]([C:10]1[C:9]([NH:8][C:5]2[CH:6]=[CH:7][C:2]([Br:1])=[CH:3][C:4]=2[F:20])=[CH:14][C:13](=[O:15])[N:12]([CH3:16])[CH:11]=1)=[O:19])=[CH2:44]. Reactant: [Br:1][C:2]1[CH:7]=[CH:6][C:5]([NH:8][C:9]2[C:10]([C:17]([OH:19])=O)=[CH:11][N:12]([CH3:16])[C:13](=[O:15])[CH:14]=2)=[C:4]([F:20])[CH:3]=1.CCN=C=NCCCN(C)C.Cl.C1C=CC2N(O)N=NC=2C=1.[CH:43]([O:45][CH2:46][CH2:47][O:48][NH2:49])=[CH2:44].CCN(CC)CC. (4) Reactant: C([O:3][C:4]([C:6]1[N:7]([S:16]([C:19]2[CH:24]=[CH:23][C:22]([C:25]([CH3:28])([CH3:27])[CH3:26])=[CH:21][CH:20]=2)(=[O:18])=[O:17])[C:8]2[C:13]([CH:14]=1)=[CH:12][C:11]([Cl:15])=[CH:10][CH:9]=2)=[O:5])C.Cl. Product: [C:25]([C:22]1[CH:23]=[CH:24][C:19]([S:16]([N:7]2[C:8]3[C:13](=[CH:12][C:11]([Cl:15])=[CH:10][CH:9]=3)[CH:14]=[C:6]2[C:4]([OH:5])=[O:3])(=[O:17])=[O:18])=[CH:20][CH:21]=1)([CH3:28])([CH3:26])[CH3:27]. The catalyst class is: 20. (5) Reactant: [CH3:1][N:2]([CH2:22][C@@H:23]1[C:26]2[CH:27]=[C:28]([O:33][CH3:34])[C:29]([O:31][CH3:32])=[CH:30][C:25]=2[CH2:24]1)[CH2:3][CH2:4][CH2:5][N:6]1[C:16](=[O:17])[CH2:15][C:14]2[C:9](=[CH:10][C:11]([O:20][CH3:21])=[C:12]([O:18][CH3:19])[CH:13]=2)[CH2:8][CH2:7]1.Cl.[OH-].[Na+]. Product: [CH3:1][N:2]([CH2:22][C@@H:23]1[C:26]2[CH:27]=[C:28]([O:33][CH3:34])[C:29]([O:31][CH3:32])=[CH:30][C:25]=2[CH2:24]1)[CH2:3][CH2:4][CH2:5][N:6]1[C:16](=[O:17])[CH2:15][C:14]2[C:9](=[CH:10][C:11]([O:20][CH3:21])=[C:12]([O:18][CH3:19])[CH:13]=2)[CH2:8][CH2:7]1. The catalyst class is: 6. (6) Reactant: [F:1][C:2]1[CH:3]=[C:4]([CH2:8][CH2:9][C@@H:10]2[CH2:14][CH2:13][CH2:12][N:11]2[C:15](=O)[CH3:16])[CH:5]=[CH:6][CH:7]=1.[H-].[Al+3].[Li+].[H-].[H-].[H-].[OH-].[Na+].S(=O)(=O)(O)[O-].[Na+]. Product: [CH2:15]([N:11]1[CH2:12][CH2:13][CH2:14][C@H:10]1[CH2:9][CH2:8][C:4]1[CH:5]=[CH:6][CH:7]=[C:2]([F:1])[CH:3]=1)[CH3:16]. The catalyst class is: 20.